The task is: Predict the product of the given reaction.. This data is from Forward reaction prediction with 1.9M reactions from USPTO patents (1976-2016). (1) Given the reactants [C:1]1([C:7]2[CH2:12][CH2:11][CH2:10][CH2:9][CH:8]=2)[CH:6]=[CH:5][CH:4]=[CH:3][CH:2]=1.[C:13]1([OH:19])[CH:18]=[CH:17][CH:16]=[CH:15][CH:14]=1, predict the reaction product. The product is: [C:1]1([C:7]2([C:16]3[CH:17]=[CH:18][C:13]([OH:19])=[CH:14][CH:15]=3)[CH2:12][CH2:11][CH2:10][CH2:9][CH2:8]2)[CH:6]=[CH:5][CH:4]=[CH:3][CH:2]=1. (2) Given the reactants [CH3:1][O:2][CH:3]([O:14][CH3:15])[CH2:4][NH:5][CH2:6][C:7]1[CH:12]=[CH:11][C:10]([F:13])=[CH:9][CH:8]=1.[C:16]([NH:26][CH2:27][C:28](O)=[O:29])([O:18][CH2:19][C:20]1[CH:25]=[CH:24][CH:23]=[CH:22][CH:21]=1)=[O:17].C(Cl)CCl.C1C=CC2N(O)N=NC=2C=1, predict the reaction product. The product is: [CH2:19]([O:18][C:16]([NH:26][CH2:27][C:28]([N:5]([CH2:4][CH:3]([O:14][CH3:15])[O:2][CH3:1])[CH2:6][C:7]1[CH:8]=[CH:9][C:10]([F:13])=[CH:11][CH:12]=1)=[O:29])=[O:17])[C:20]1[CH:25]=[CH:24][CH:23]=[CH:22][CH:21]=1. (3) The product is: [Cl:21][C:18]1[CH:19]=[CH:20][C:15]([C@@:12]2([C:13]#[N:14])[C@H:11]([CH2:23][C:24]([CH3:26])([CH3:25])[CH3:27])[NH:10][C@@H:9]([C:28]([NH:30][C:31]3[CH:40]=[CH:39][C:34]([C:35]([OH:37])=[O:36])=[CH:33][N:32]=3)=[O:29])[C@@H:8]2[C:4]2[CH:5]=[CH:6][CH:7]=[C:2]([Cl:1])[C:3]=2[F:41])=[C:16]([F:22])[CH:17]=1. Given the reactants [Cl:1][C:2]1[C:3]([F:41])=[C:4]([C@@H:8]2[C@:12]([C:15]3[CH:20]=[CH:19][C:18]([Cl:21])=[CH:17][C:16]=3[F:22])([C:13]#[N:14])[C@H:11]([CH2:23][C:24]([CH3:27])([CH3:26])[CH3:25])[NH:10][C@H:9]2[C:28]([NH:30][C:31]2[CH:40]=[CH:39][C:34]([C:35]([O:37]C)=[O:36])=[CH:33][N:32]=2)=[O:29])[CH:5]=[CH:6][CH:7]=1.[Br-].[Al+3].[Br-].[Br-].CSC, predict the reaction product. (4) Given the reactants [Cl:1][C:2]1[C:3]([O:12][C:13]2[CH:18]=[C:17]([O:19][CH2:20][CH2:21][O:22][CH3:23])[CH:16]=[CH:15][C:14]=2[CH2:24][CH2:25][C:26](OCC)=[O:27])=[N:4][CH:5]=[C:6]([C:8]([F:11])([F:10])[F:9])[CH:7]=1.[H-].[Al+3].[Li+].[H-].[H-].[H-].O.O.O.O.O.O.O.O.O.O.[O-]S([O-])(=O)=O.[Na+].[Na+], predict the reaction product. The product is: [Cl:1][C:2]1[C:3]([O:12][C:13]2[CH:18]=[C:17]([O:19][CH2:20][CH2:21][O:22][CH3:23])[CH:16]=[CH:15][C:14]=2[CH2:24][CH2:25][CH2:26][OH:27])=[N:4][CH:5]=[C:6]([C:8]([F:10])([F:9])[F:11])[CH:7]=1. (5) Given the reactants [CH3:1][C:2]1[CH:3]=[C:4]([OH:11])[C:5](=[CH:9][CH:10]=1)[C:6]([OH:8])=[O:7].[CH:12]1(N=C=NC2CCCCC2)CCCCC1, predict the reaction product. The product is: [CH3:12][O:7][C:6](=[O:8])[C:5]1[C:4](=[CH:3][C:2]([CH3:1])=[CH:10][CH:9]=1)[OH:11]. (6) The product is: [F:38][C:35]1[CH:36]=[CH:37][C:32]([C:8]2([C:5]3[CH:6]=[CH:7][C:2]([F:1])=[CH:3][CH:4]=3)[C@H:9]([C:10]3[CH:11]=[CH:12][CH:13]=[CH:14][CH:15]=3)[NH:16][C:17](=[O:18])[NH:19]2)=[CH:33][CH:34]=1. Given the reactants [F:1][C:2]1[CH:7]=[CH:6][C:5]([C:8]([C:32]2[CH:37]=[CH:36][C:35]([F:38])=[CH:34][CH:33]=2)(O)[C@@H:9]([NH:16][C:17]([NH:19]CC2C=CC(OC)=CC=2OC)=[O:18])[C:10]2[CH:15]=[CH:14][CH:13]=[CH:12][CH:11]=2)=[CH:4][CH:3]=1.B(F)(F)F.CCOCC, predict the reaction product. (7) Given the reactants [Cl:1][C:2]1[CH:3]=[CH:4][C:5]([NH:11][CH:12]2[CH2:14][CH2:13]2)=[C:6]([CH:10]=1)[C:7]([OH:9])=[O:8].C(N(CC)CC)C.Cl[C:23](Cl)([O:25]C(=O)OC(Cl)(Cl)Cl)Cl.CN(C1C=CC=CN=1)C, predict the reaction product. The product is: [Cl:1][C:2]1[CH:3]=[CH:4][C:5]2[N:11]([CH:12]3[CH2:13][CH2:14]3)[C:23](=[O:25])[O:8][C:7](=[O:9])[C:6]=2[CH:10]=1.